From a dataset of Peptide-MHC class II binding affinity with 134,281 pairs from IEDB. Regression. Given a peptide amino acid sequence and an MHC pseudo amino acid sequence, predict their binding affinity value. This is MHC class II binding data. The peptide sequence is AFKVAITAANAAPAN. The MHC is DRB1_0901 with pseudo-sequence DRB1_0901. The binding affinity (normalized) is 0.779.